This data is from Peptide-MHC class I binding affinity with 185,985 pairs from IEDB/IMGT. The task is: Regression. Given a peptide amino acid sequence and an MHC pseudo amino acid sequence, predict their binding affinity value. This is MHC class I binding data. The peptide sequence is KTSLSNLLA. The binding affinity (normalized) is 0.0847. The MHC is HLA-B27:03 with pseudo-sequence HLA-B27:03.